Dataset: TCR-epitope binding with 47,182 pairs between 192 epitopes and 23,139 TCRs. Task: Binary Classification. Given a T-cell receptor sequence (or CDR3 region) and an epitope sequence, predict whether binding occurs between them. (1) The epitope is AYAQKIFKI. The TCR CDR3 sequence is CASSPPARQPSSYNEQFF. Result: 0 (the TCR does not bind to the epitope). (2) The epitope is YLKLTDNVYIK. The TCR CDR3 sequence is CSVFKNEQFF. Result: 1 (the TCR binds to the epitope). (3) The epitope is KLPDDFTGCV. The TCR CDR3 sequence is CASSSQGGAGETQYF. Result: 0 (the TCR does not bind to the epitope). (4) The epitope is KLGGALQAK. The TCR CDR3 sequence is CASSLEDVLYGYTF. Result: 0 (the TCR does not bind to the epitope).